Dataset: Forward reaction prediction with 1.9M reactions from USPTO patents (1976-2016). Task: Predict the product of the given reaction. (1) Given the reactants [CH3:1][C:2]1[O:3][C:4](=[O:8])[O:5][C:6]=1[CH3:7].N(C(C)(C)C#N)=NC(C)(C)C#N.[Br:21]N1C(=O)CCC1=O.C1C(=O)N(Br)C(=O)C1, predict the reaction product. The product is: [Br:21][CH2:1][C:2]1[O:3][C:4](=[O:8])[O:5][C:6]=1[CH3:7]. (2) Given the reactants [H-].[Na+].N1[C:12]2[C:7](=C[CH:9]=[CH:10][CH:11]=2)[NH:6][C:5](=[O:13])C1=O.[CH3:15]I.O.[CH3:18][N:19]([CH:21]=[O:22])[CH3:20], predict the reaction product. The product is: [CH3:18][N:19]1[C:20]2[C:7](=[CH:12][CH:11]=[CH:10][CH:9]=2)[N:6]([CH3:15])[C:5](=[O:13])[C:21]1=[O:22].